Dataset: Catalyst prediction with 721,799 reactions and 888 catalyst types from USPTO. Task: Predict which catalyst facilitates the given reaction. (1) Reactant: [CH3:1][O:2][C:3]1[CH:4]=[CH:5][C:6]([NH:11][C:12]2[C:13]3[N:14]([CH:27]=[CH:28][N:29]=3)[N:15]=[C:16]([C:18]3[CH:26]=[CH:25][C:21]([C:22](O)=[O:23])=[CH:20][CH:19]=3)[CH:17]=2)=[N:7][C:8]=1[O:9][CH3:10].Cl.[NH2:31][CH2:32][CH2:33][C:34]1[CH:39]=[CH:38][N:37]([CH3:40])[C:36](=[O:41])[CH:35]=1.CN1C=CN=C1.CCN=C=NCCCN(C)C. Product: [CH3:1][O:2][C:3]1[CH:4]=[CH:5][C:6]([NH:11][C:12]2[C:13]3[N:14]([CH:27]=[CH:28][N:29]=3)[N:15]=[C:16]([C:18]3[CH:26]=[CH:25][C:21]([C:22]([NH:31][CH2:32][CH2:33][C:34]4[CH:39]=[CH:38][N:37]([CH3:40])[C:36](=[O:41])[CH:35]=4)=[O:23])=[CH:20][CH:19]=3)[CH:17]=2)=[N:7][C:8]=1[O:9][CH3:10]. The catalyst class is: 139. (2) Reactant: [CH2:1]([N:8]([CH2:30][CH2:31][CH2:32][CH2:33][CH2:34][CH3:35])[C:9](=[O:29])[CH2:10][C:11]1[CH:28]=[CH:27][C:14]([O:15][CH2:16][C:17]2[CH:26]=[CH:25][CH:24]=[CH:23][C:18]=2[C:19]([O:21]C)=[O:20])=[CH:13][CH:12]=1)[C:2]1[CH:7]=[CH:6][CH:5]=[CH:4][CH:3]=1.[OH-].[Li+]. Product: [CH2:1]([N:8]([CH2:30][CH2:31][CH2:32][CH2:33][CH2:34][CH3:35])[C:9](=[O:29])[CH2:10][C:11]1[CH:28]=[CH:27][C:14]([O:15][CH2:16][C:17]2[CH:26]=[CH:25][CH:24]=[CH:23][C:18]=2[C:19]([OH:21])=[O:20])=[CH:13][CH:12]=1)[C:2]1[CH:3]=[CH:4][CH:5]=[CH:6][CH:7]=1. The catalyst class is: 20. (3) Reactant: [C:1]([NH:11][C@H:12]([C:16]([OH:18])=O)[CH2:13][O:14][CH3:15])([O:3][CH2:4][C:5]1[CH:10]=[CH:9][CH:8]=[CH:7][CH:6]=1)=[O:2].CO[CH:21](OC)[CH2:22][NH2:23].CC1C=CC(S(O)(=O)=O)=CC=1.O. The catalyst class is: 691. Product: [CH2:4]([O:3][C:1]([N:11]1[CH2:21][CH2:22][NH:23][C:16](=[O:18])[CH:12]1[CH2:13][O:14][CH3:15])=[O:2])[C:5]1[CH:6]=[CH:7][CH:8]=[CH:9][CH:10]=1.